This data is from Full USPTO retrosynthesis dataset with 1.9M reactions from patents (1976-2016). The task is: Predict the reactants needed to synthesize the given product. (1) Given the product [O:1]1[C:5]2[C:6]([C:10]3[N:18]4[C:13]([CH:14]=[CH:20][N:23]([NH:44][C:45]5[C:59]([O:60][CH3:61])=[CH:58][C:48]6[CH2:49][CH2:50][N:51]([CH2:54][C@H:55]([OH:57])[CH3:56])[CH2:52][CH2:53][C:47]=6[CH:46]=5)[NH:17]4)=[CH:12][CH:11]=3)=[CH:7][CH:8]=[CH:9][C:4]=2[CH2:3][CH2:2]1, predict the reactants needed to synthesize it. The reactants are: [O:1]1[C:5]2[C:6]([C:10]3[N:18]4[C:13]([CH:14]=NC(O)=[N:17]4)=[CH:12][CH:11]=3)=[CH:7][CH:8]=[CH:9][C:4]=2[CH2:3][CH2:2]1.[CH:20]([N:23](CC)C(C)C)(C)C.[N-](S(C(F)(F)F)(=O)=O)S(C(F)(F)F)(=O)=O.[NH2:44][C:45]1[C:59]([O:60][CH3:61])=[CH:58][C:48]2[CH2:49][CH2:50][N:51]([CH2:54][C@H:55]([OH:57])[CH3:56])[CH2:52][CH2:53][C:47]=2[CH:46]=1. (2) Given the product [I:10][C:7]1[CH:8]=[CH:9][C:4]([C:2]([C:17]2[CH:16]=[CH:15][CH:14]=[C:13]([O:12][CH3:11])[CH:18]=2)([OH:3])[CH3:1])=[CH:5][CH:6]=1, predict the reactants needed to synthesize it. The reactants are: [CH3:1][C:2]([C:4]1[CH:9]=[CH:8][C:7]([I:10])=[CH:6][CH:5]=1)=[O:3].[CH3:11][O:12][C:13]1[CH:14]=[C:15]([Mg]Br)[CH:16]=[CH:17][CH:18]=1. (3) Given the product [O:1]1[CH2:4][CH:3]([CH:5]2[C:14]3[C:9](=[CH:10][CH:11]=[CH:12][CH:13]=3)[N:8]([CH2:16][C:17]([NH2:19])=[O:18])[CH2:7][CH2:6]2)[CH2:2]1, predict the reactants needed to synthesize it. The reactants are: [O:1]1[CH2:4][CH:3]([CH:5]2[C:14]3[C:9](=[CH:10][CH:11]=[CH:12][CH:13]=3)[NH:8][CH2:7][CH2:6]2)[CH2:2]1.I[CH2:16][C:17]([NH2:19])=[O:18].CCN(C(C)C)C(C)C.[OH-].[Na+]. (4) Given the product [Cl:1][C:2]1[CH:7]=[CH:6][C:5]([C:8](=[O:20])[C:9]2[CH:14]=[CH:13][C:12]([O:15][C:16]([F:18])([F:17])[F:19])=[CH:11][CH:10]=2)=[CH:4][C:3]=1[S:21]([NH2:24])(=[O:23])=[O:22], predict the reactants needed to synthesize it. The reactants are: [Cl:1][C:2]1[CH:7]=[CH:6][C:5]([CH:8]([OH:20])[C:9]2[CH:14]=[CH:13][C:12]([O:15][C:16]([F:19])([F:18])[F:17])=[CH:11][CH:10]=2)=[CH:4][C:3]=1[S:21]([NH2:24])(=[O:23])=[O:22].CC(C)=O.OS(O)(=O)=O.O=[Cr](=O)=O. (5) Given the product [CH:1]1([NH:6][C:7](=[O:23])[NH:8][C@H:9]([C:17]2[CH:18]=[CH:19][CH:20]=[CH:21][CH:22]=2)[C:10]([OH:12])=[O:11])[CH2:5][CH2:4][CH2:3][CH2:2]1, predict the reactants needed to synthesize it. The reactants are: [CH:1]1([NH:6][C:7](=[O:23])[NH:8][C@H:9]([C:17]2[CH:22]=[CH:21][CH:20]=[CH:19][CH:18]=2)[C:10]([O:12]C(C)(C)C)=[O:11])[CH2:5][CH2:4][CH2:3][CH2:2]1.C(O)(C(F)(F)F)=O. (6) The reactants are: COCC[N:5]1[C:9]([CH:10]([O:12][CH3:13])[CH3:11])=[C:8]([Cl:14])[N:7](Cl)[CH:6]1[C:16]1[C:21]([CH2:22][CH3:23])=[CH:20][CH:19]=[CH:18][C:17]=1[CH2:24][CH3:25].[Li]CCCC.CN([CH:34]=[O:35])C. Given the product [CH2:24]([C:17]1[CH:18]=[CH:19][CH:20]=[C:21]([CH2:22][CH3:23])[C:16]=1[C:6]1[N:7]([CH:34]=[O:35])[C:8]([Cl:14])=[C:9]([CH:10]([O:12][CH3:13])[CH3:11])[N:5]=1)[CH3:25], predict the reactants needed to synthesize it. (7) Given the product [NH2:15][C:16]1[C:17]2[C:24]([I:25])=[CH:23][N:22]([C@@H:26]3[CH2:29][C@H:28]([N:37]4[CH2:38][CH2:39][N:34]([C:31](=[O:33])[CH3:32])[CH2:35][CH2:36]4)[CH2:27]3)[C:18]=2[N:19]=[CH:20][N:21]=1, predict the reactants needed to synthesize it. The reactants are: C(O[BH-](OC(=O)C)OC(=O)C)(=O)C.[Na+].[NH2:15][C:16]1[C:17]2[C:24]([I:25])=[CH:23][N:22]([CH:26]3[CH2:29][C:28](=O)[CH2:27]3)[C:18]=2[N:19]=[CH:20][N:21]=1.[C:31]([N:34]1[CH2:39][CH2:38][NH:37][CH2:36][CH2:35]1)(=[O:33])[CH3:32].C(O)(=O)C.